Dataset: Forward reaction prediction with 1.9M reactions from USPTO patents (1976-2016). Task: Predict the product of the given reaction. (1) Given the reactants [C:1]([OH:10])(=[O:9])[C:2]1[C:3](=[CH:5][CH:6]=[CH:7][CH:8]=1)[NH2:4].C(=O)([O-])[O-].[Na+].[Na+].[C:17]1(C)[CH:22]=[CH:21][C:20]([S:23](Cl)(=[O:25])=[O:24])=[CH:19][CH:18]=1.[CH4:28].Cl, predict the reaction product. The product is: [C:19]1([CH3:28])[C:20]([S:23]([C:6]2[CH:5]=[C:3]([NH2:4])[C:2](=[CH:8][CH:7]=2)[C:1]([OH:10])=[O:9])(=[O:24])=[O:25])=[CH:21][CH:22]=[CH:17][CH:18]=1. (2) Given the reactants [CH2:1]([N:8]1[CH:16]=[C:15]2[C:10]([CH:11]=[C:12]([C:17]3[CH:18]=[C:19]([CH:27]4[CH2:31][CH2:30][NH:29][CH2:28]4)[N:20]4[C:25]=3[C:24]([NH2:26])=[N:23][CH:22]=[N:21]4)[CH:13]=[CH:14]2)=[N:9]1)[C:2]1[CH:7]=[CH:6][CH:5]=[CH:4][CH:3]=1.Br[CH2:33][CH2:34][O:35][CH3:36].[I-].[K+], predict the reaction product. The product is: [CH2:1]([N:8]1[CH:16]=[C:15]2[C:10]([CH:11]=[C:12]([C:17]3[CH:18]=[C:19]([CH:27]4[CH2:31][CH2:30][N:29]([CH2:33][CH2:34][O:35][CH3:36])[CH2:28]4)[N:20]4[C:25]=3[C:24]([NH2:26])=[N:23][CH:22]=[N:21]4)[CH:13]=[CH:14]2)=[N:9]1)[C:2]1[CH:3]=[CH:4][CH:5]=[CH:6][CH:7]=1. (3) The product is: [CH2:22]([N:21]([CH2:19][CH3:20])[C:14]([C:10]1[CH:11]=[N:12][O:13][C:9]=1[C:6]1[CH:5]=[CH:4][C:3]([C:2]([F:1])([F:18])[F:17])=[CH:8][CH:7]=1)=[O:16])[C:23]1[CH:28]=[CH:27][CH:26]=[CH:25][CH:24]=1. Given the reactants [F:1][C:2]([F:18])([F:17])[C:3]1[CH:8]=[CH:7][C:6]([C:9]2[O:13][N:12]=[CH:11][C:10]=2[C:14]([OH:16])=O)=[CH:5][CH:4]=1.[CH2:19]([NH:21][CH2:22][C:23]1[CH:28]=[CH:27][CH:26]=[CH:25][CH:24]=1)[CH3:20], predict the reaction product.